From a dataset of Forward reaction prediction with 1.9M reactions from USPTO patents (1976-2016). Predict the product of the given reaction. (1) The product is: [CH2:1]([OH:10])[CH:2]=[CH:3][C:4]1[CH:9]=[CH:8][CH:7]=[CH:6][CH:5]=1. Given the reactants [CH:1](=[O:10])[CH:2]=[CH:3][C:4]1[CH:9]=[CH:8][CH:7]=[CH:6][CH:5]=1.C(O)(=O)C=CC1C=CC=CC=1.ClC(OCC)=O.[BH4-].[Na+], predict the reaction product. (2) Given the reactants [CH2:1]([O:8][CH2:9][CH2:10][CH2:11][C:12]([OH:14])=O)[C:2]1[CH:7]=[CH:6][CH:5]=[CH:4][CH:3]=1.[CH2:15]([NH2:18])[CH2:16][CH3:17].C1C=CC2N(O)N=NC=2C=1.CN1CCOCC1.C(Cl)CCl, predict the reaction product. The product is: [CH2:1]([O:8][CH2:9][CH2:10][CH2:11][C:12]([NH:18][CH2:15][CH2:16][CH3:17])=[O:14])[C:2]1[CH:3]=[CH:4][CH:5]=[CH:6][CH:7]=1. (3) Given the reactants Br[C:2]1[S:6][C:5]([N:7]2[CH2:12][C@H:11]([CH3:13])[O:10][C@H:9]([CH3:14])[CH2:8]2)=[N:4][C:3]=1[C:15]#[N:16].[CH3:17][C:18]1[CH:23]=[C:22](B(O)O)[CH:21]=[C:20]([CH3:27])[N:19]=1.O1CCOCC1.C(=O)([O-])[O-].[Na+].[Na+], predict the reaction product. The product is: [CH3:14][C@H:9]1[O:10][C@@H:11]([CH3:13])[CH2:12][N:7]([C:5]2[S:6][C:2]([C:22]3[CH:21]=[C:20]([CH3:27])[N:19]=[C:18]([CH3:17])[CH:23]=3)=[C:3]([C:15]#[N:16])[N:4]=2)[CH2:8]1. (4) Given the reactants [CH:1]1([CH2:4][O:5][NH:6][C:7]([C:9]2[C:20]([NH:21][C:22]3[CH:27]=[CH:26][C:25]([Cl:28])=[CH:24][C:23]=3[CH3:29])=[C:19]([F:30])[C:12]3[N:13]=[CH:14][N:15]([CH2:16][CH:17]=[O:18])[C:11]=3[CH:10]=2)=[O:8])[CH2:3][CH2:2]1.C(=O)([O-])[O-].[K+].[K+].[N+:37]([CH2:39]S(C1C=CC(C)=CC=1)(=O)=O)#[C-:38], predict the reaction product. The product is: [CH:1]1([CH2:4][O:5][NH:6][C:7]([C:9]2[C:20]([NH:21][C:22]3[CH:27]=[CH:26][C:25]([Cl:28])=[CH:24][C:23]=3[CH3:29])=[C:19]([F:30])[C:12]3[N:13]=[CH:14][N:15]([CH2:16][C:17]4[O:18][CH:39]=[N:37][CH:38]=4)[C:11]=3[CH:10]=2)=[O:8])[CH2:2][CH2:3]1. (5) The product is: [Cl:1][C:2]1[C:3]([I:9])=[CH:4][C:5]([NH:19][CH2:18][C:12]2([C:11]#[N:10])[CH2:17][CH2:16][O:15][CH2:14][CH2:13]2)=[N:6][CH:7]=1. Given the reactants [Cl:1][C:2]1[C:3]([I:9])=[CH:4][C:5](F)=[N:6][CH:7]=1.[NH2:10][CH2:11][C:12]1([C:18]#[N:19])[CH2:17][CH2:16][O:15][CH2:14][CH2:13]1, predict the reaction product. (6) Given the reactants [Br:1][C:2]1[N:7]=[CH:6][C:5]([OH:8])=[CH:4][CH:3]=1.[H-].[Na+].Br[CH2:12][C:13]1[CH:14]=[C:15]([CH:20]=[CH:21][CH:22]=1)[C:16]([O:18][CH3:19])=[O:17], predict the reaction product. The product is: [Br:1][C:2]1[N:7]=[CH:6][C:5]([O:8][CH2:12][C:13]2[CH:14]=[C:15]([CH:20]=[CH:21][CH:22]=2)[C:16]([O:18][CH3:19])=[O:17])=[CH:4][CH:3]=1. (7) Given the reactants C(O[C@H]1CN(C2N=CC=CN=2)C[C@H]1NC1C(CC)=NC(C2C(C)=NC(OC)=CC=2)=C(CC)N=1)C.Br[C:36]1[S:37][CH:38]=[CH:39][N:40]=1.[CH3:41][O:42][C:43]1[C:48]([C:49]2[N:50]=[C:51]([CH2:66][CH3:67])[C:52]([NH:57][C@H:58]3[C@@H:62]([O:63][CH2:64][CH3:65])[CH2:61][NH:60][CH2:59]3)=[N:53][C:54]=2[CH2:55][CH3:56])=[CH:47][CH:46]=[C:45]([O:68][CH3:69])[N:44]=1, predict the reaction product. The product is: [CH3:41][O:42][C:43]1[C:48]([C:49]2[N:50]=[C:51]([CH2:66][CH3:67])[C:52]([NH:57][C@H:58]3[C@@H:62]([O:63][CH2:64][CH3:65])[CH2:61][N:60]([C:36]4[S:37][CH:38]=[CH:39][N:40]=4)[CH2:59]3)=[N:53][C:54]=2[CH2:55][CH3:56])=[CH:47][CH:46]=[C:45]([O:68][CH3:69])[N:44]=1.